From a dataset of NCI-60 drug combinations with 297,098 pairs across 59 cell lines. Regression. Given two drug SMILES strings and cell line genomic features, predict the synergy score measuring deviation from expected non-interaction effect. (1) Drug 1: CN1C2=C(C=C(C=C2)N(CCCl)CCCl)N=C1CCCC(=O)O.Cl. Drug 2: COC1=NC(=NC2=C1N=CN2C3C(C(C(O3)CO)O)O)N. Cell line: NCI-H460. Synergy scores: CSS=0.834, Synergy_ZIP=-0.507, Synergy_Bliss=-1.34, Synergy_Loewe=-0.539, Synergy_HSA=-1.66. (2) Drug 1: CS(=O)(=O)C1=CC(=C(C=C1)C(=O)NC2=CC(=C(C=C2)Cl)C3=CC=CC=N3)Cl. Drug 2: CC1C(C(=O)NC(C(=O)N2CCCC2C(=O)N(CC(=O)N(C(C(=O)O1)C(C)C)C)C)C(C)C)NC(=O)C3=C4C(=C(C=C3)C)OC5=C(C(=O)C(=C(C5=N4)C(=O)NC6C(OC(=O)C(N(C(=O)CN(C(=O)C7CCCN7C(=O)C(NC6=O)C(C)C)C)C)C(C)C)C)N)C. Cell line: SK-MEL-2. Synergy scores: CSS=26.4, Synergy_ZIP=18.9, Synergy_Bliss=26.6, Synergy_Loewe=17.8, Synergy_HSA=20.9. (3) Drug 1: C1=CC(=CC=C1CCC2=CNC3=C2C(=O)NC(=N3)N)C(=O)NC(CCC(=O)O)C(=O)O. Drug 2: CC1=C(C(CCC1)(C)C)C=CC(=CC=CC(=CC(=O)O)C)C. Cell line: BT-549. Synergy scores: CSS=5.87, Synergy_ZIP=-1.69, Synergy_Bliss=1.22, Synergy_Loewe=-8.99, Synergy_HSA=-2.97. (4) Drug 1: CN(C)N=NC1=C(NC=N1)C(=O)N. Drug 2: C1CNP(=O)(OC1)N(CCCl)CCCl. Cell line: MDA-MB-435. Synergy scores: CSS=-5.40, Synergy_ZIP=0.822, Synergy_Bliss=-2.70, Synergy_Loewe=-6.61, Synergy_HSA=-7.17. (5) Drug 1: C1CCC(C1)C(CC#N)N2C=C(C=N2)C3=C4C=CNC4=NC=N3. Drug 2: CC1=C(N=C(N=C1N)C(CC(=O)N)NCC(C(=O)N)N)C(=O)NC(C(C2=CN=CN2)OC3C(C(C(C(O3)CO)O)O)OC4C(C(C(C(O4)CO)O)OC(=O)N)O)C(=O)NC(C)C(C(C)C(=O)NC(C(C)O)C(=O)NCCC5=NC(=CS5)C6=NC(=CS6)C(=O)NCCC[S+](C)C)O. Cell line: EKVX. Synergy scores: CSS=4.53, Synergy_ZIP=-1.66, Synergy_Bliss=-1.40, Synergy_Loewe=0.722, Synergy_HSA=-0.103. (6) Drug 1: CN1CCC(CC1)COC2=C(C=C3C(=C2)N=CN=C3NC4=C(C=C(C=C4)Br)F)OC. Drug 2: CC1=C2C(C(=O)C3(C(CC4C(C3C(C(C2(C)C)(CC1OC(=O)C(C(C5=CC=CC=C5)NC(=O)OC(C)(C)C)O)O)OC(=O)C6=CC=CC=C6)(CO4)OC(=O)C)O)C)O. Cell line: SK-MEL-5. Synergy scores: CSS=39.2, Synergy_ZIP=12.2, Synergy_Bliss=11.1, Synergy_Loewe=-26.6, Synergy_HSA=7.06. (7) Drug 1: CC1=C2C(C(=O)C3(C(CC4C(C3C(C(C2(C)C)(CC1OC(=O)C(C(C5=CC=CC=C5)NC(=O)OC(C)(C)C)O)O)OC(=O)C6=CC=CC=C6)(CO4)OC(=O)C)OC)C)OC. Drug 2: C1CCN(CC1)CCOC2=CC=C(C=C2)C(=O)C3=C(SC4=C3C=CC(=C4)O)C5=CC=C(C=C5)O. Cell line: IGROV1. Synergy scores: CSS=34.4, Synergy_ZIP=4.52, Synergy_Bliss=5.38, Synergy_Loewe=-19.0, Synergy_HSA=4.84. (8) Cell line: COLO 205. Drug 1: CC1=C(N=C(N=C1N)C(CC(=O)N)NCC(C(=O)N)N)C(=O)NC(C(C2=CN=CN2)OC3C(C(C(C(O3)CO)O)O)OC4C(C(C(C(O4)CO)O)OC(=O)N)O)C(=O)NC(C)C(C(C)C(=O)NC(C(C)O)C(=O)NCCC5=NC(=CS5)C6=NC(=CS6)C(=O)NCCC[S+](C)C)O. Synergy scores: CSS=9.01, Synergy_ZIP=-1.96, Synergy_Bliss=-3.44, Synergy_Loewe=-14.0, Synergy_HSA=-3.73. Drug 2: CN(C(=O)NC(C=O)C(C(C(CO)O)O)O)N=O. (9) Drug 1: CC1OCC2C(O1)C(C(C(O2)OC3C4COC(=O)C4C(C5=CC6=C(C=C35)OCO6)C7=CC(=C(C(=C7)OC)O)OC)O)O. Drug 2: C(CN)CNCCSP(=O)(O)O. Cell line: NCI-H322M. Synergy scores: CSS=-0.883, Synergy_ZIP=-0.911, Synergy_Bliss=-1.06, Synergy_Loewe=-3.82, Synergy_HSA=-2.18.